Predict the reaction yield, written as a fraction of the theoretical maximum amount of product (1.0 means a 100% yield; for example, 0.34 means a 34% yield). From a dataset of Reaction yield outcomes from USPTO patents with 853,638 reactions. (1) The reactants are N(C(OCC)=O)=NC(OCC)=O.Cl[C:14]1[C:23]2[C:18](=[CH:19][C:20](OC)=[C:21](O)[CH:22]=2)[N:17]=[CH:16][N:15]=1.C1(P(C2C=CC=CC=2)C2C=CC=CC=2)C=CC=CC=1.C(OC(N1CCC[C@H](O)C1)=O)(C)(C)C. The catalyst is ClCCl. The product is [N:17]1[C:18]2[C:23](=[CH:22][CH:21]=[CH:20][CH:19]=2)[CH:14]=[N:15][CH:16]=1. The yield is 0.480. (2) The reactants are [C:1]([Si:5]([O:18][C@@H:19]1[C@H:26]2[C@H:22]([O:23][C:24]([CH3:28])([CH3:27])[O:25]2)[C:21]([CH2:29][O:30][C:31]([C:44]2[CH:49]=[CH:48][CH:47]=[CH:46][CH:45]=2)([C:38]2[CH:43]=[CH:42][CH:41]=[CH:40][CH:39]=2)[C:32]2[CH:37]=[CH:36][CH:35]=[CH:34][CH:33]=2)=[C:20]1I)([C:12]1[CH:17]=[CH:16][CH:15]=[CH:14][CH:13]=1)[C:6]1[CH:11]=[CH:10][CH:9]=[CH:8][CH:7]=1)([CH3:4])([CH3:3])[CH3:2].C1C=CC(S(N(S(C2C=CC=CC=2)(=O)=O)[F:61])(=O)=O)=CC=1.CCCCC.[Li]CCCC. The catalyst is CCOCC.C1COCC1. The product is [C:1]([Si:5]([O:18][C@@H:19]1[C@H:26]2[C@H:22]([O:23][C:24]([CH3:28])([CH3:27])[O:25]2)[C:21]([CH2:29][O:30][C:31]([C:44]2[CH:49]=[CH:48][CH:47]=[CH:46][CH:45]=2)([C:38]2[CH:43]=[CH:42][CH:41]=[CH:40][CH:39]=2)[C:32]2[CH:37]=[CH:36][CH:35]=[CH:34][CH:33]=2)=[C:20]1[F:61])([C:12]1[CH:17]=[CH:16][CH:15]=[CH:14][CH:13]=1)[C:6]1[CH:11]=[CH:10][CH:9]=[CH:8][CH:7]=1)([CH3:4])([CH3:3])[CH3:2]. The yield is 0.360. (3) The reactants are [CH3:1][S:2][CH:3]([C:5]1[CH:6]=[CH:7][C:8]([C:11]([Cl:14])([Cl:13])[Cl:12])=[N:9][CH:10]=1)[CH3:4].[N:15]#[C:16][NH2:17].C(O)(=O)C.C(O)(=O)C.IC1C=CC=CC=1. The catalyst is C1COCC1. The product is [CH3:1][S:2]([CH:3]([C:5]1[CH:10]=[N:9][C:8]([C:11]([Cl:14])([Cl:13])[Cl:12])=[CH:7][CH:6]=1)[CH3:4])=[N:17][C:16]#[N:15]. The yield is 0.400. (4) The reactants are [NH2:1][C:2]1[C:7]([C:8]#[N:9])=[CH:6][N:5]=[C:4]([S:10][CH3:11])[N:3]=1.[CH3:12][C:13](OC(C)=O)=[O:14]. The catalyst is N1C=CC=CC=1. The product is [C:8]([C:7]1[C:2]([NH:1][C:13](=[O:14])[CH3:12])=[N:3][C:4]([S:10][CH3:11])=[N:5][CH:6]=1)#[N:9]. The yield is 0.480. (5) The product is [CH3:40][O:41][C:42](=[O:43])[NH:44][C@@H:45]([C:49]([CH3:50])([S:51][CH3:52])[CH3:53])[C:46](=[O:47])[NH:1][C@@H:2]([CH2:33][C:34]1[CH:35]=[CH:36][CH:37]=[CH:38][CH:39]=1)[CH2:3][C@H:4]([OH:32])[C@H:5]([CH2:6][C:7]1[CH:12]=[CH:11][C:10]([C:13]2[CH:18]=[CH:17][CH:16]=[CH:15][N:14]=2)=[CH:9][CH:8]=1)[NH:19][C:20](=[O:21])[C@H:22]([C:23]([CH3:25])([CH3:26])[CH3:24])[NH:27][C:28](=[O:31])[O:29][CH3:30]. The reactants are [NH2:1][C@@H:2]([CH2:33][C:34]1[CH:39]=[CH:38][CH:37]=[CH:36][CH:35]=1)[CH2:3][C@H:4]([OH:32])[C@@H:5]([NH:19][C:20]([C@@H:22]([NH:27][C:28](=[O:31])[O:29][CH3:30])[C:23]([CH3:26])([CH3:25])[CH3:24])=[O:21])[CH2:6][C:7]1[CH:12]=[CH:11][C:10]([C:13]2[CH:18]=[CH:17][CH:16]=[CH:15][N:14]=2)=[CH:9][CH:8]=1.[CH3:40][O:41][C:42]([NH:44][C@@H:45]([C:49]([CH3:53])([S:51][CH3:52])[CH3:50])[C:46](O)=[O:47])=[O:43].CCOP(ON1N=NC2C=CC=CC=2C1=O)(OCC)=O.C(N(CC)C(C)C)(C)C. The catalyst is C1COCC1. The yield is 0.690.